This data is from Forward reaction prediction with 1.9M reactions from USPTO patents (1976-2016). The task is: Predict the product of the given reaction. (1) Given the reactants Br[C:2]1[C:3](=[O:10])[N:4]([CH3:9])[N:5]=[C:6]([Cl:8])[CH:7]=1.[NH2:11][C:12]1[N:17]=[CH:16][C:15]([N:18]2[CH2:23][CH2:22][C:21]([CH3:25])([OH:24])[CH2:20][CH2:19]2)=[CH:14][CH:13]=1.CC1(C)C2C(=C(P(C3C=CC=CC=3)C3C=CC=CC=3)C=CC=2)OC2C(P(C3C=CC=CC=3)C3C=CC=CC=3)=CC=CC1=2.C(=O)([O-])[O-].[Cs+].[Cs+], predict the reaction product. The product is: [Cl:8][C:6]1[CH:7]=[C:2]([NH:11][C:12]2[CH:13]=[CH:14][C:15]([N:18]3[CH2:23][CH2:22][C:21]([OH:24])([CH3:25])[CH2:20][CH2:19]3)=[CH:16][N:17]=2)[C:3](=[O:10])[N:4]([CH3:9])[N:5]=1. (2) Given the reactants [CH2:1]([C:3]1([CH2:21][CH3:22])[CH2:8][CH:7]([OH:9])[CH2:6][C:5]([CH3:11])([CH3:10])[N:4]1[O:12][CH:13]([C:15]1[CH:20]=[CH:19][CH:18]=[CH:17][CH:16]=1)[CH3:14])[CH3:2].C(N([CH2:28][CH3:29])CC)C.[C:30]1([CH3:36])[CH:35]=[CH:34][CH:33]=[CH:32][CH:31]=1, predict the reaction product. The product is: [CH2:21]([C:3]1([CH2:1][CH3:2])[CH2:8][CH:7]([O:9][C:7](=[O:9])[CH2:6][CH2:5][CH2:31][CH2:32][CH2:33][CH2:34][CH2:35][CH2:30][CH2:36][CH2:28][CH3:29])[CH2:6][C:5]([CH3:11])([CH3:10])[N:4]1[O:12][CH:13]([C:15]1[CH:16]=[CH:17][CH:18]=[CH:19][CH:20]=1)[CH3:14])[CH3:22]. (3) Given the reactants Cl[C:2]1[CH:11]=[CH:10][C:9]2[C:4](=[C:5]([C:20]3[C:29]4[C:24](=[CH:25][CH:26]=[CH:27][CH:28]=4)[CH:23]=[CH:22][CH:21]=3)[CH:6]=[C:7]([C:12]3[CH:17]=[CH:16][CH:15]=[C:14]([O:18][CH3:19])[CH:13]=3)[CH:8]=2)[N:3]=1.C([O:32][P:33]([O-:37])[O:34]CC)C.CCN(CC)CC, predict the reaction product. The product is: [CH3:19][O:18][C:14]1[CH:13]=[C:12]([C:7]2[CH:8]=[C:9]3[C:4](=[C:5]([C:20]4[C:29]5[C:24](=[CH:25][CH:26]=[CH:27][CH:28]=5)[CH:23]=[CH:22][CH:21]=4)[CH:6]=2)[N:3]=[C:2]([P:33](=[O:32])([OH:37])[OH:34])[CH:11]=[CH:10]3)[CH:17]=[CH:16][CH:15]=1. (4) Given the reactants [Cl:1][C:2]1[NH:10][C:9]2[C:8](=[O:11])[N:7]([CH2:12][C:13]#[N:14])[C:6](=[O:15])[N:5]([CH2:16][CH2:17][CH3:18])[C:4]=2[N:3]=1.ClC1N(CC=C)[C:27]2C(=O)NC(=O)N(CCC3CC3)[C:22]=2N=1, predict the reaction product. The product is: [Cl:1][C:2]1[NH:10][C:9]2[C:8](=[O:11])[N:7]([CH2:12][C:13]#[N:14])[C:6](=[O:15])[N:5]([CH2:16][CH2:17][CH:18]3[CH2:27][CH2:22]3)[C:4]=2[N:3]=1. (5) Given the reactants C([N:8]1[CH2:13][CH2:12][CH2:11][CH:10]([N:14]([CH3:24])[C:15]2[CH:20]=[CH:19][N:18]=[C:17]3[NH:21][CH:22]=[CH:23][C:16]=23)[CH2:9]1)C1C=CC=CC=1.C(O)C.[ClH:28], predict the reaction product. The product is: [ClH:28].[ClH:28].[ClH:28].[CH3:24][N:14]([CH:10]1[CH2:11][CH2:12][CH2:13][NH:8][CH2:9]1)[C:15]1[CH:20]=[CH:19][N:18]=[C:17]2[NH:21][CH:22]=[CH:23][C:16]=12. (6) Given the reactants Cl.CN(C)CCCN=C=NCC.[NH2:13][C:14]1[CH:27]=[CH:26][C:17]([CH2:18][N:19]2[C:23](=[O:24])[CH2:22][S:21][C:20]2=[O:25])=[CH:16][CH:15]=1.[O:28]([C:35]1[CH:36]=[C:37]([CH2:41][C:42](O)=[O:43])[CH:38]=[CH:39][CH:40]=1)[C:29]1[CH:34]=[CH:33][CH:32]=[CH:31][CH:30]=1.O, predict the reaction product. The product is: [O:28]([C:35]1[CH:36]=[C:37]([CH2:41][C:42]([NH:13][C:14]2[CH:27]=[CH:26][C:17]([CH2:18][N:19]3[C:23](=[O:24])[CH2:22][S:21][C:20]3=[O:25])=[CH:16][CH:15]=2)=[O:43])[CH:38]=[CH:39][CH:40]=1)[C:29]1[CH:30]=[CH:31][CH:32]=[CH:33][CH:34]=1. (7) The product is: [NH2:1][C:2]1[C:3]([C:9]([O:11][CH3:12])=[O:10])=[N:4][C:5]([C:20]2[CH:21]=[CH:22][C:17]([S:14]([CH3:13])(=[O:16])=[O:15])=[CH:18][CH:19]=2)=[CH:6][N:7]=1. Given the reactants [NH2:1][C:2]1[C:3]([C:9]([O:11][CH3:12])=[O:10])=[N:4][C:5](Br)=[CH:6][N:7]=1.[CH3:13][S:14]([C:17]1[CH:22]=[CH:21][C:20](B(O)O)=[CH:19][CH:18]=1)(=[O:16])=[O:15].C([O-])([O-])=O.[Na+].[Na+], predict the reaction product.